From a dataset of Full USPTO retrosynthesis dataset with 1.9M reactions from patents (1976-2016). Predict the reactants needed to synthesize the given product. (1) Given the product [NH2:11][C:9]1[N:8]=[CH:7][N:6]=[C:5]2[N:4]([CH2:12][CH2:13][CH2:14][N:15]3[CH2:20][CH2:19][O:18][CH2:17][CH2:16]3)[N:3]=[C:2]([C:27]3[CH:26]=[CH:25][C:24]([NH:38][C:39]([C:41]4[N:42]([CH3:50])[C:43]5[C:48]([CH:49]=4)=[CH:47][CH:46]=[CH:45][CH:44]=5)=[O:40])=[C:23]([O:22][CH3:21])[CH:28]=3)[C:10]=12, predict the reactants needed to synthesize it. The reactants are: I[C:2]1[C:10]2[C:5](=[N:6][CH:7]=[N:8][C:9]=2[NH2:11])[N:4]([CH2:12][CH2:13][CH2:14][N:15]2[CH2:20][CH2:19][O:18][CH2:17][CH2:16]2)[N:3]=1.[CH3:21][O:22][C:23]1[CH:28]=[C:27](B2OC(C)(C)C(C)(C)O2)[CH:26]=[CH:25][C:24]=1[NH:38][C:39]([C:41]1[N:42]([CH3:50])[C:43]2[C:48]([CH:49]=1)=[CH:47][CH:46]=[CH:45][CH:44]=2)=[O:40].C(=O)([O-])[O-].[Na+].[Na+]. (2) Given the product [Cl:1][C:2]1[CH:3]=[CH:4][C:5]([C:8]2[N:13]=[C:12]([S:14][CH3:15])[N:11]3[C:16](=[O:19])[N:17]([CH2:32][C:31]4[CH:30]=[CH:29][C:28]([C:27]([F:26])([F:36])[F:37])=[CH:35][CH:34]=4)[N:18]=[C:10]3[C:9]=2[C:20]2[CH:21]=[CH:22][CH:23]=[CH:24][CH:25]=2)=[CH:6][CH:7]=1, predict the reactants needed to synthesize it. The reactants are: [Cl:1][C:2]1[CH:7]=[CH:6][C:5]([C:8]2[N:13]=[C:12]([S:14][CH3:15])[N:11]3[C:16](=[O:19])[NH:17][N:18]=[C:10]3[C:9]=2[C:20]2[CH:25]=[CH:24][CH:23]=[CH:22][CH:21]=2)=[CH:4][CH:3]=1.[F:26][C:27]([F:37])([F:36])[C:28]1[CH:35]=[CH:34][C:31]([CH2:32]Br)=[CH:30][CH:29]=1.C([O-])([O-])=O.[K+].[K+]. (3) The reactants are: I[C:2]1[C:6]([CH3:7])=[CH:5][N:4]([C:8]2[CH:13]=[CH:12][C:11]([C:14]([F:17])([F:16])[F:15])=[CH:10][CH:9]=2)[N:3]=1.[CH3:18][O:19][C:20]1[CH:25]=[N:24][N:23]([CH3:26])[C:22](=[O:27])[C:21]=1[Sn](C)(C)C. Given the product [CH3:18][O:19][C:20]1[CH:25]=[N:24][N:23]([CH3:26])[C:22](=[O:27])[C:21]=1[C:2]1[C:6]([CH3:7])=[CH:5][N:4]([C:8]2[CH:13]=[CH:12][C:11]([C:14]([F:17])([F:16])[F:15])=[CH:10][CH:9]=2)[N:3]=1, predict the reactants needed to synthesize it. (4) The reactants are: Cl.[NH2:2][OH:3].C([O-])(O)=O.[Na+].[C:9]1([CH2:19][NH:20][S:21]([C:24]2[CH:25]=[C:26]([CH:30]=[CH:31][C:32](Cl)=[O:33])[CH:27]=[CH:28][CH:29]=2)(=[O:23])=[O:22])[C:18]2[C:13](=[CH:14][CH:15]=[CH:16][CH:17]=2)[CH:12]=[CH:11][CH:10]=1. Given the product [OH:3][NH:2][C:32](=[O:33])[CH:31]=[CH:30][C:26]1[CH:27]=[CH:28][CH:29]=[C:24]([S:21](=[O:23])(=[O:22])[NH:20][CH2:19][C:9]2[C:18]3[C:13](=[CH:14][CH:15]=[CH:16][CH:17]=3)[CH:12]=[CH:11][CH:10]=2)[CH:25]=1, predict the reactants needed to synthesize it. (5) The reactants are: [NH2:1][CH2:2][CH2:3][C:4]1[CH:9]=[CH:8][CH:7]=[CH:6][N:5]=1.[C:10](O[C:10]([O:12][C:13]([CH3:16])([CH3:15])[CH3:14])=[O:11])([O:12][C:13]([CH3:16])([CH3:15])[CH3:14])=[O:11]. Given the product [N:5]1[CH:6]=[CH:7][CH:8]=[CH:9][C:4]=1[CH2:3][CH2:2][NH:1][C:10](=[O:11])[O:12][C:13]([CH3:16])([CH3:15])[CH3:14], predict the reactants needed to synthesize it. (6) Given the product [C:1]([C:4]1[CH:5]=[C:6]2[C:11](=[C:12]([I:14])[CH:13]=1)[O:10][CH2:9][CH2:8][CH2:7]2)(=[O:3])[CH3:2], predict the reactants needed to synthesize it. The reactants are: [C:1]([C:4]1[CH:5]=[C:6]2[C:11](=[CH:12][CH:13]=1)[O:10][CH2:9][CH2:8][CH2:7]2)(=[O:3])[CH3:2].[I:14]I. (7) Given the product [CH2:1]([O:5][C:6]1[N:14]=[C:13]2[C:9]([NH:10][C:11](=[O:28])[N:12]2[CH2:15][C:16]2[CH:21]=[CH:20][C:19]([CH2:22][N:23]([CH2:24][CH2:25][CH2:26][OH:27])[CH2:44][C:43]3[CH:46]=[CH:47][CH:48]=[C:41]([CH2:40][C:38]([O:37][CH3:36])=[O:39])[CH:42]=3)=[CH:18][CH:17]=2)=[C:8]([NH2:29])[N:7]=1)[CH2:2][CH2:3][CH3:4], predict the reactants needed to synthesize it. The reactants are: [CH2:1]([O:5][C:6]1[N:14]=[C:13]2[C:9]([NH:10][C:11](=[O:28])[N:12]2[CH2:15][C:16]2[CH:21]=[CH:20][C:19]([CH2:22][NH:23][CH2:24][CH2:25][CH2:26][OH:27])=[CH:18][CH:17]=2)=[C:8]([NH2:29])[N:7]=1)[CH2:2][CH2:3][CH3:4].C(=O)([O-])[O-].[K+].[K+].[CH3:36][O:37][C:38]([CH2:40][C:41]1[CH:42]=[C:43]([CH:46]=[CH:47][CH:48]=1)[CH2:44]Br)=[O:39]. (8) Given the product [Cl:1][C:2]1[CH:3]=[CH:4][C:5]([O:11][CH3:12])=[C:6]([CH:10]=1)[C:7]([NH:14][CH3:13])=[O:8], predict the reactants needed to synthesize it. The reactants are: [Cl:1][C:2]1[CH:3]=[CH:4][C:5]([O:11][CH3:12])=[C:6]([CH:10]=1)[C:7](Cl)=[O:8].[CH3:13][NH2:14]. (9) Given the product [N:12]1([C:2]2[CH:7]=[CH:6][C:5]([N+:8]([O-:10])=[O:9])=[CH:4][N:3]=2)[CH2:15][CH2:14][CH2:13]1, predict the reactants needed to synthesize it. The reactants are: Cl[C:2]1[CH:7]=[CH:6][C:5]([N+:8]([O-:10])=[O:9])=[CH:4][N:3]=1.Cl.[NH:12]1[CH2:15][CH2:14][CH2:13]1.C(=O)([O-])[O-].[K+].[K+].O1CCOCCOCCOCCOCCOCC1.